From a dataset of Reaction yield outcomes from USPTO patents with 853,638 reactions. Predict the reaction yield, written as a fraction of the theoretical maximum amount of product (1.0 means a 100% yield; for example, 0.34 means a 34% yield). The reactants are [CH3:1][NH:2][CH3:3].[Cl:4][C:5]1[CH:36]=[CH:35][CH:34]=[CH:33][C:6]=1[CH2:7][N:8]([CH3:32])[C:9]([C:11]1[N:12]=[N:13][N:14]([CH2:17][C:18]2[CH:23]=[C:22]([C:24]([F:27])([F:26])[F:25])[CH:21]=[C:20]([C:28]([F:31])([F:30])[F:29])[CH:19]=2)[C:15]=1Cl)=[O:10]. No catalyst specified. The product is [Cl:4][C:5]1[CH:36]=[CH:35][CH:34]=[CH:33][C:6]=1[CH2:7][N:8]([CH3:32])[C:9]([C:11]1[N:12]=[N:13][N:14]([CH2:17][C:18]2[CH:23]=[C:22]([C:24]([F:26])([F:27])[F:25])[CH:21]=[C:20]([C:28]([F:29])([F:30])[F:31])[CH:19]=2)[C:15]=1[N:2]([CH3:3])[CH3:1])=[O:10]. The yield is 0.620.